This data is from Catalyst prediction with 721,799 reactions and 888 catalyst types from USPTO. The task is: Predict which catalyst facilitates the given reaction. Reactant: C(OC([N:8]1[CH2:13][CH2:12][N:11]([C:14]2[CH:19]=[C:18]([N:20]([S:22]([C:25]3[C:33]4[O:32][C:31]([F:35])([F:34])[O:30][C:29]=4[CH:28]=[CH:27][CH:26]=3)(=[O:24])=[O:23])C)[CH:17]=[CH:16][C:15]=2[O:36][CH3:37])[CH2:10][CH2:9]1)=O)(C)(C)C.[H-].[Na+].[CH2:40](Br)[CH3:41].[ClH:43]. Product: [ClH:43].[CH2:40]([N:20]([C:18]1[CH:17]=[CH:16][C:15]([O:36][CH3:37])=[C:14]([N:11]2[CH2:10][CH2:9][NH:8][CH2:13][CH2:12]2)[CH:19]=1)[S:22]([C:25]1[C:33]2[O:32][C:31]([F:35])([F:34])[O:30][C:29]=2[CH:28]=[CH:27][CH:26]=1)(=[O:23])=[O:24])[CH3:41]. The catalyst class is: 32.